This data is from Full USPTO retrosynthesis dataset with 1.9M reactions from patents (1976-2016). The task is: Predict the reactants needed to synthesize the given product. (1) Given the product [CH2:16]([S:14][C:3]1[N:2]=[N:1][C:13]2[C:12]3[CH:11]=[CH:10][CH:9]=[CH:8][C:7]=3[NH:6][C:5]=2[N:4]=1)[CH2:17][CH2:18][CH3:19], predict the reactants needed to synthesize it. The reactants are: [N:1]1[C:13]2[C:12]3[CH:11]=[CH:10][CH:9]=[CH:8][C:7]=3[NH:6][C:5]=2[N:4]=[C:3]([SH:14])[N:2]=1.I[CH2:16][CH2:17][CH2:18][CH3:19]. (2) Given the product [CH3:1][C:2]1[CH:7]=[CH:6][C:5]([S@@:8](/[N:10]=[CH:11]/[C@H:12]2[CH2:17][CH2:16][C@H:15]([CH3:18])[CH2:14][CH2:13]2)=[O:9])=[CH:4][CH:3]=1, predict the reactants needed to synthesize it. The reactants are: [CH3:1][C:2]1[CH:7]=[CH:6][C:5]([S@@:8]([NH2:10])=[O:9])=[CH:4][CH:3]=1.[CH3:11][C@H:12]1[CH2:17][CH2:16][C@H:15]([CH:18]=O)[CH2:14][CH2:13]1.O. (3) Given the product [F:1][C:2]1[CH:7]=[CH:6][CH:5]=[C:4]([F:8])[C:3]=1[N:9]1[C:14]2[N:15]=[C:16]([NH:27][CH2:28][CH2:29][C:30]3[NH:43][N:42]=[N:41][N:31]=3)[N:17]=[C:18]([C:19]3[CH:24]=[CH:23][C:22]([F:25])=[CH:21][C:20]=3[CH3:26])[C:13]=2[CH:12]=[CH:11][C:10]1=[O:32], predict the reactants needed to synthesize it. The reactants are: [F:1][C:2]1[CH:7]=[CH:6][CH:5]=[C:4]([F:8])[C:3]=1[N:9]1[C:14]2[N:15]=[C:16]([NH:27][CH2:28][CH2:29][C:30]#[N:31])[N:17]=[C:18]([C:19]3[CH:24]=[CH:23][C:22]([F:25])=[CH:21][C:20]=3[CH3:26])[C:13]=2[CH:12]=[CH:11][C:10]1=[O:32].Cl.C(N(CC)CC)C.[N-:41]=[N+:42]=[N-:43].[Na+]. (4) The reactants are: [C:1]([O:5][CH2:6][CH2:7][CH2:8][CH2:9][CH2:10][CH2:11][O:12][C:13]1[CH:50]=[CH:49][C:16]([C:17]([O:19][C:20]2[CH:27]=[CH:26][C:25]([O:28][C:29](=[O:48])[C:30]3[CH:35]=[CH:34][C:33]([O:36][CH2:37][CH2:38][CH2:39][CH2:40][CH2:41][CH2:42][O:43][C:44](=[O:47])[CH:45]=[CH2:46])=[CH:32][CH:31]=3)=[CH:24][C:21]=2[CH:22]=[O:23])=[O:18])=[CH:15][CH:14]=1)(=[O:4])[CH:2]=[CH2:3].CC(C)=[O:53]. Given the product [C:1]([O:5][CH2:6][CH2:7][CH2:8][CH2:9][CH2:10][CH2:11][O:12][C:13]1[CH:50]=[CH:49][C:16]([C:17]([O:19][C:20]2[CH:27]=[CH:26][C:25]([O:28][C:29](=[O:48])[C:30]3[CH:35]=[CH:34][C:33]([O:36][CH2:37][CH2:38][CH2:39][CH2:40][CH2:41][CH2:42][O:43][C:44](=[O:47])[CH:45]=[CH2:46])=[CH:32][CH:31]=3)=[CH:24][C:21]=2[C:22]([OH:53])=[O:23])=[O:18])=[CH:15][CH:14]=1)(=[O:4])[CH:2]=[CH2:3], predict the reactants needed to synthesize it. (5) The reactants are: [C:1]([O:4][CH2:5]I)(=[O:3])[CH3:2].[Cl:7][C:8]1[C:9]([F:48])=[C:10]([C@@H:14]2[C@:18]([C:21]3[CH:26]=[CH:25][C:24]([Cl:27])=[CH:23][C:22]=3[F:28])([C:19]#[N:20])[C@H:17]([CH2:29][C:30]([CH3:33])([CH3:32])[CH3:31])[NH:16][C@H:15]2[C:34]([NH:36][C:37]2[CH:45]=[CH:44][C:40]([C:41]([OH:43])=[O:42])=[CH:39][C:38]=2[O:46][CH3:47])=[O:35])[CH:11]=[CH:12][CH:13]=1.C(=O)([O-])[O-].[Cs+].[Cs+]. Given the product [C:1]([O:4][CH2:5][O:43][C:41](=[O:42])[C:40]1[CH:44]=[CH:45][C:37]([NH:36][C:34]([C@H:15]2[C@H:14]([C:10]3[CH:11]=[CH:12][CH:13]=[C:8]([Cl:7])[C:9]=3[F:48])[C@:18]([C:21]3[CH:26]=[CH:25][C:24]([Cl:27])=[CH:23][C:22]=3[F:28])([C:19]#[N:20])[C@H:17]([CH2:29][C:30]([CH3:32])([CH3:33])[CH3:31])[NH:16]2)=[O:35])=[C:38]([O:46][CH3:47])[CH:39]=1)(=[O:3])[CH3:2], predict the reactants needed to synthesize it. (6) Given the product [C:1]([O:16][C:15]1[CH:10]=[C:11]([CH3:17])[CH:12]=[CH:13][CH:14]=1)(=[O:8])[C:2]1[CH:7]=[CH:6][CH:5]=[CH:4][CH:3]=1, predict the reactants needed to synthesize it. The reactants are: [C:1](Cl)(=[O:8])[C:2]1[CH:7]=[CH:6][CH:5]=[CH:4][CH:3]=1.[CH:10]1[C:15]([OH:16])=[CH:14][CH:13]=[CH:12][C:11]=1[CH3:17].CN1CCOCC1. (7) Given the product [C:1]([C:5]1[CH:10]=[CH:9][C:8]([N:11]2[C:15](=[O:16])[C:14]([CH3:18])([CH3:17])[N:13]([CH2:19][C:20]3[CH:25]=[CH:24][N:23]=[C:22]([NH:28][C:27]([NH:31][C:32]4[CH:33]=[N:34][CH:35]=[CH:36][CH:37]=4)=[O:26])[CH:21]=3)[C:12]2=[O:30])=[CH:7][CH:6]=1)([CH3:4])([CH3:3])[CH3:2], predict the reactants needed to synthesize it. The reactants are: [C:1]([C:5]1[CH:10]=[CH:9][C:8]([N:11]2[C:15](=[O:16])[C:14]([CH3:18])([CH3:17])[N:13]([CH2:19][C:20]3[CH:25]=[CH:24][N:23]4[O:26][C:27](=S)[N:28]=[C:22]4[CH:21]=3)[C:12]2=[O:30])=[CH:7][CH:6]=1)([CH3:4])([CH3:3])[CH3:2].[NH2:31][C:32]1[CH:33]=[N:34][CH:35]=[CH:36][CH:37]=1.